Dataset: Drug-target binding data from BindingDB using IC50 measurements. Task: Regression. Given a target protein amino acid sequence and a drug SMILES string, predict the binding affinity score between them. We predict pIC50 (pIC50 = -log10(IC50 in M); higher means more potent). Dataset: bindingdb_ic50. (1) The drug is NC(=O)NN=Cc1ccc([N+](=O)[O-])o1. The target protein (P83512) has sequence MIEVLLVTICLAVFPYQGSSIILESGNVNDYEVVYPRKVTELPKGAVQPKYEDAMQYEFKVNGEPVVLHLEKNKGLFSEDYSETHYSPDGRKIITYPSFEDHCYYHGRIENDADSTASISACNGLKGHFKLQGETYLIEPLKLSDSEAHAVYKYENVEKEDEAPKMCGVTETNWESYEPIKKASQSNLTPEQQRFSPRYIELAVVADHGIFTKYNSNLNTIRTRVHEMLNTVNGFYRSVDVHAPLANLEVWSKQDLIKVQKDSSKTLKSFGEWRERDLLPRISHDHAQLLTAVVFDGNTIGRAYTGGMCDPRHSVGVVRDHSKNNLWVAVTMAHELGHNLGIHHDTGSCSCGAKSCIMASVLSKVLSYEFSDCSQNQYETYLTNHNPQCILNKPLLTVSGNELLEAGE. The pIC50 is 4.1. (2) The compound is O=C1CC[C@@H](CO)N1c1ccc2ncc(-c3cc4ccccc4o3)n2n1. The target protein sequence is MVSSQKLEKPIEMGSSEPLPIADGDRRRKKKRRGRATDSLPGKFEDMYKLTSELLGEGAYAKVQGAVSLQNGKEYAVKIIEKQAGHSRSRVFREVETLYQCQGNKNILELIEFFEDDTRFYLVFEKLQGGSILAHIQKQKHFNEREASRVVRDVAAALDFLHTKDKVSLCHLGWSAMAPSGLTAAPTSLGSSDPPTSASQVAGTTGIAHRDLKPENILCESPEKVSPVKICDFDLGSGMKLNNSCTPITTPELTTPCGSAEYMAPEVVEVFTDQATFYDKRCDLWSLGVVLYIMLSGYPPFVGHCGADCGWDRGEVCRVCQNKLFESIQEGKYEFPDKDWAHISSEAKDLISKLLVRDAKQRLSAAQVLQHPWVQGQAPEKGLPTPQVLQRNSSTMDLTLFAAEAIALNRQLSQHEENELAEEPEALADGLCSMKLSPPCKS. The pIC50 is 8.5. (3) The drug is Cc1ccc(CN2CCC(Oc3ccc(S(=O)(=O)Nc4nccs4)cc3Cl)CC2)cc1C. The target protein (P35498) has sequence MEQTVLVPPGPDSFNFFTRESLAAIERRIAEEKAKNPKPDKKDDDENGPKPNSDLEAGKNLPFIYGDIPPEMVSEPLEDLDPYYINKKTFIVLNKGKAIFRFSATSALYILTPFNPLRKIAIKILVHSLFSMLIMCTILTNCVFMTMSNPPDWTKNVEYTFTGIYTFESLIKIIARGFCLEDFTFLRDPWNWLDFTVITFAYVTEFVDLGNVSALRTFRVLRALKTISVIPGLKTIVGALIQSVKKLSDVMILTVFCLSVFALIGLQLFMGNLRNKCIQWPPTNASLEEHSIEKNITVNYNGTLINETVFEFDWKSYIQDSRYHYFLEGFLDALLCGNSSDAGQCPEGYMCVKAGRNPNYGYTSFDTFSWAFLSLFRLMTQDFWENLYQLTLRAAGKTYMIFFVLVIFLGSFYLINLILAVVAMAYEEQNQATLEEAEQKEAEFQQMIEQLKKQQEAAQQAATATASEHSREPSAAGRLSDSSSEASKLSSKSAKERRNR.... The pIC50 is 4.9.